This data is from Catalyst prediction with 721,799 reactions and 888 catalyst types from USPTO. The task is: Predict which catalyst facilitates the given reaction. (1) Reactant: [Cl:1][C:2]1[CH:3]=[C:4]([NH:14][C:15]2[N:20]=[C:19]([C:21]3[S:25][C:24]([CH3:26])=[N:23][C:22]=3[C:27]3[CH:32]=[CH:31][CH:30]=[C:29]([N+:33]([O-])=O)[CH:28]=3)[CH:18]=[CH:17][N:16]=2)[CH:5]=[CH:6][C:7]=1[O:8][CH2:9][CH2:10][N:11]([CH3:13])[CH3:12].CC(O)=O. Product: [NH2:33][C:29]1[CH:28]=[C:27]([C:22]2[N:23]=[C:24]([CH3:26])[S:25][C:21]=2[C:19]2[CH:18]=[CH:17][N:16]=[C:15]([NH:14][C:4]3[CH:5]=[CH:6][C:7]([O:8][CH2:9][CH2:10][N:11]([CH3:12])[CH3:13])=[C:2]([Cl:1])[CH:3]=3)[N:20]=2)[CH:32]=[CH:31][CH:30]=1. The catalyst class is: 50. (2) Reactant: Cl.[NH2:2][CH2:3][C:4]1[N:5]([CH2:25][CH:26]([CH3:28])[CH3:27])[C:6](=[O:24])[C:7]2[C:12]([C:13]=1[O:14][CH2:15][CH2:16][CH2:17][CH3:18])=[CH:11][C:10](/[CH:19]=[CH:20]/[C:21]([NH2:23])=[O:22])=[CH:9][CH:8]=2.[OH-].[Na+]. Product: [NH2:2][CH2:3][C:4]1[N:5]([CH2:25][CH:26]([CH3:27])[CH3:28])[C:6](=[O:24])[C:7]2[C:12]([C:13]=1[O:14][CH2:15][CH2:16][CH2:17][CH3:18])=[CH:11][C:10](/[CH:19]=[CH:20]/[C:21]([NH2:23])=[O:22])=[CH:9][CH:8]=2. The catalyst class is: 6. (3) Reactant: [Br:1][C:2]1[CH:3]=[CH:4][C:5]([O:15][C:16]2[C:17]([F:22])=[N:18][CH:19]=[CH:20][CH:21]=2)=[C:6]([CH:14]=1)[C:7]([N:9]([CH2:12][CH3:13])[CH2:10][CH3:11])=[O:8].C(N)(N)=[O:24].OO.FC(F)(F)C(OC(=O)C(F)(F)F)=O. Product: [Br:1][C:2]1[CH:3]=[CH:4][C:5]([O:15][C:16]2[C:17]([F:22])=[N+:18]([O-:24])[CH:19]=[CH:20][CH:21]=2)=[C:6]([C:7](=[O:8])[N:9]([CH2:12][CH3:13])[CH2:10][CH3:11])[CH:14]=1. The catalyst class is: 2.